From a dataset of Full USPTO retrosynthesis dataset with 1.9M reactions from patents (1976-2016). Predict the reactants needed to synthesize the given product. Given the product [N:17]1([CH:15]([NH:9][C:7](=[O:8])[C:2]2[CH:3]=[CH:4][CH:5]=[CH:6][C:1]=2[CH3:10])[C:12]([CH3:13])([CH3:14])[CH3:11])[C:21]2[CH:22]=[CH:23][CH:24]=[CH:25][C:20]=2[N:19]=[N:18]1, predict the reactants needed to synthesize it. The reactants are: [C:1]1([CH3:10])[C:2]([C:7]([NH2:9])=[O:8])=[CH:3][CH:4]=[CH:5][CH:6]=1.[CH3:11][C:12]([CH:15]=O)([CH3:14])[CH3:13].[NH:17]1[C:21]2[CH:22]=[CH:23][CH:24]=[CH:25][C:20]=2[N:19]=[N:18]1.C1(C)C=CC(S(O)(=O)=O)=CC=1.